This data is from NCI-60 drug combinations with 297,098 pairs across 59 cell lines. The task is: Regression. Given two drug SMILES strings and cell line genomic features, predict the synergy score measuring deviation from expected non-interaction effect. (1) Drug 1: C1CN(CCN1C(=O)CCBr)C(=O)CCBr. Drug 2: B(C(CC(C)C)NC(=O)C(CC1=CC=CC=C1)NC(=O)C2=NC=CN=C2)(O)O. Cell line: SF-539. Synergy scores: CSS=67.5, Synergy_ZIP=1.72, Synergy_Bliss=1.39, Synergy_Loewe=-1.49, Synergy_HSA=-0.0910. (2) Drug 1: CC1CCC2CC(C(=CC=CC=CC(CC(C(=O)C(C(C(=CC(C(=O)CC(OC(=O)C3CCCCN3C(=O)C(=O)C1(O2)O)C(C)CC4CCC(C(C4)OC)O)C)C)O)OC)C)C)C)OC. Drug 2: C1=CC=C(C(=C1)C(C2=CC=C(C=C2)Cl)C(Cl)Cl)Cl. Cell line: M14. Synergy scores: CSS=0.940, Synergy_ZIP=2.07, Synergy_Bliss=3.49, Synergy_Loewe=0.470, Synergy_HSA=0.638. (3) Drug 1: CC12CCC(CC1=CCC3C2CCC4(C3CC=C4C5=CN=CC=C5)C)O. Drug 2: C1C(C(OC1N2C=C(C(=O)NC2=O)F)CO)O. Cell line: UO-31. Synergy scores: CSS=27.6, Synergy_ZIP=-4.69, Synergy_Bliss=-4.36, Synergy_Loewe=-6.33, Synergy_HSA=-0.305. (4) Drug 1: C1=NC2=C(N1)C(=S)N=CN2. Drug 2: CC1CCCC2(C(O2)CC(NC(=O)CC(C(C(=O)C(C1O)C)(C)C)O)C(=CC3=CSC(=N3)C)C)C. Cell line: MOLT-4. Synergy scores: CSS=78.5, Synergy_ZIP=-1.78, Synergy_Bliss=-1.83, Synergy_Loewe=-3.35, Synergy_HSA=-0.649. (5) Drug 1: C#CCC(CC1=CN=C2C(=N1)C(=NC(=N2)N)N)C3=CC=C(C=C3)C(=O)NC(CCC(=O)O)C(=O)O. Drug 2: CCC1(C2=C(COC1=O)C(=O)N3CC4=CC5=C(C=CC(=C5CN(C)C)O)N=C4C3=C2)O.Cl. Cell line: 786-0. Synergy scores: CSS=-0.104, Synergy_ZIP=0.715, Synergy_Bliss=0.620, Synergy_Loewe=-3.00, Synergy_HSA=-2.76.